Dataset: Reaction yield outcomes from USPTO patents with 853,638 reactions. Task: Predict the reaction yield, written as a fraction of the theoretical maximum amount of product (1.0 means a 100% yield; for example, 0.34 means a 34% yield). (1) The reactants are [C:1]([N:4]1[C:12]2[C:7](=[CH:8][C:9]([Cl:13])=[CH:10][CH:11]=2)[C:6]([O:14]C(=O)C)=[CH:5]1)(=[O:3])[CH3:2].S([O-])([O-])=O.[Na+].[Na+]. The catalyst is O. The product is [C:1]([N:4]1[C:12]2[C:7](=[CH:8][C:9]([Cl:13])=[CH:10][CH:11]=2)[C:6]([OH:14])=[CH:5]1)(=[O:3])[CH3:2]. The yield is 0.660. (2) The reactants are [CH3:1][C:2]1[CH:3]=[C:4]([SH:9])[CH:5]=[C:6]([CH3:8])[CH:7]=1.F[C:11]1[CH:16]=[CH:15][CH:14]=[CH:13][C:12]=1[N+:17]([O-:19])=[O:18].[CH3:20][C:21]1[CH:22]=[C:23]([S:28][C:29]2[CH:35]=[CH:34][CH:33]=[CH:32][C:30]=2[NH2:31])[CH:24]=[C:25]([CH3:27])[CH:26]=1.[NH2:36][C:37]1SC=[CH:40][N:41]=1. No catalyst specified. The product is [CH3:1][C:2]1[CH:3]=[C:4]([S:9][C:11]2[CH:16]=[CH:15][CH:14]=[CH:13][C:12]=2[N+:17]([O-:19])=[O:18])[CH:5]=[C:6]([CH3:8])[CH:7]=1.[CH3:27][C:25]1[CH:24]=[C:23]([S:28][C:29]2[CH:35]=[CH:34][CH:33]=[CH:32][C:30]=2[NH:31][C:40]([NH:41][C:37]2[S:9][CH:4]=[CH:3][N:36]=2)=[O:18])[CH:22]=[C:21]([CH3:20])[CH:26]=1. The yield is 0.780. (3) The reactants are [Br:1][CH2:2][CH2:3][CH2:4][CH2:5][CH2:6][CH2:7][OH:8].[Si:9](Cl)([C:12]([CH3:15])([CH3:14])[CH3:13])([CH3:11])[CH3:10].C(N(CC)CC)C. The catalyst is CN(C)C1C=CN=CC=1.ClCCl. The product is [Si:9]([O:8][CH2:7][CH2:6][CH2:5][CH2:4][CH2:3][CH2:2][Br:1])([C:12]([CH3:15])([CH3:14])[CH3:13])([CH3:11])[CH3:10]. The yield is 0.800. (4) The reactants are [S:1]1(=[O:12])[C:7]2[CH:8]=[CH:9][CH:10]=[CH:11][C:6]=2[CH2:5][CH2:4][CH2:3][CH2:2]1.ClC1C=C(C=CC=1)C(OO)=[O:18].[O-]S([O-])=O.[Na+].[Na+].C([O-])(O)=O.[Na+]. The catalyst is C(Cl)Cl. The product is [S:1]1(=[O:18])(=[O:12])[C:7]2[CH:8]=[CH:9][CH:10]=[CH:11][C:6]=2[CH2:5][CH2:4][CH2:3][CH2:2]1. The yield is 0.975. (5) The reactants are Br[Mg][C:3]#[CH:4].[Si:5]([O:12][CH2:13][CH2:14][C:15](=[O:20])[C:16]([O:18][CH3:19])=[O:17])([C:8]([CH3:11])([CH3:10])[CH3:9])([CH3:7])[CH3:6]. The catalyst is C1COCC1. The product is [Si:5]([O:12][CH2:13][CH2:14][C:15]([OH:20])([C:3]#[CH:4])[C:16]([O:18][CH3:19])=[O:17])([C:8]([CH3:10])([CH3:9])[CH3:11])([CH3:7])[CH3:6]. The yield is 0.770. (6) The reactants are Cl[CH2:2][C:3]1[CH:8]=[CH:7][C:6]([C:9]2[C:10]([NH:15][S:16]([C:19]3[CH:24]=[CH:23][CH:22]=[CH:21][C:20]=3[C:25]([F:28])([F:27])[F:26])(=[O:18])=[O:17])=[N:11][CH:12]=[CH:13][N:14]=2)=[CH:5][CH:4]=1.[NH:29]1[C:37]2[C:32](=[CH:33][CH:34]=[CH:35][CH:36]=2)[CH:31]=[CH:30]1.CC(C)([O-])C.[K+].C(O)(=O)CC(CC(O)=O)(C(O)=O)O. The catalyst is O1CCCC1. The product is [N:29]1([CH2:2][C:3]2[CH:8]=[CH:7][C:6]([C:9]3[C:10]([NH:15][S:16]([C:19]4[CH:24]=[CH:23][CH:22]=[CH:21][C:20]=4[C:25]([F:28])([F:27])[F:26])(=[O:18])=[O:17])=[N:11][CH:12]=[CH:13][N:14]=3)=[CH:5][CH:4]=2)[C:37]2[C:32](=[CH:33][CH:34]=[CH:35][CH:36]=2)[CH:31]=[CH:30]1. The yield is 0.680. (7) The reactants are COC([C:5]1([C:10](OC)=O)[CH2:9][CH:8]=[CH:7][CH2:6]1)=O.[C:14]1([CH3:20])[CH:19]=[CH:18][CH:17]=[CH:16][CH:15]=1.C(OC(O[CH2:32][CH3:33])(OCC)OCC)C. The catalyst is C(O)C.O. The product is [CH3:9][CH:5]=[CH:6][CH2:7][CH2:32][CH2:33][CH2:15][CH2:16][CH2:17][CH2:18][CH2:19][CH2:14][CH:20]=[CH:6][CH2:7][CH2:8][CH2:9][CH2:5][CH3:10]. The yield is 0.620. (8) The reactants are F[P-](F)(F)(F)(F)F.N1(OC(N(C)C)=[N+](C)C)C2C=CC=CC=2N=N1.[F:25][C:26]1[CH:34]=[CH:33][C:32]([CH2:35][C:36]2[C:45]3[C:40](=[CH:41][CH:42]=[CH:43][CH:44]=3)[C:39](=[O:46])[NH:38][N:37]=2)=[CH:31][C:27]=1[C:28]([OH:30])=O.C(N(CC)CC)C.Cl.[CH3:55][C:56]1([OH:62])[CH2:61][CH2:60][NH:59][CH2:58][CH2:57]1. The catalyst is CN(C)C=O.C(Cl)Cl. The product is [F:25][C:26]1[CH:34]=[CH:33][C:32]([CH2:35][C:36]2[C:45]3[C:40](=[CH:41][CH:42]=[CH:43][CH:44]=3)[C:39](=[O:46])[NH:38][N:37]=2)=[CH:31][C:27]=1[C:28]([N:59]1[CH2:60][CH2:61][C:56]([OH:62])([CH3:55])[CH2:57][CH2:58]1)=[O:30]. The yield is 0.236. (9) The reactants are [C:1]([O:5][C:6]([N:8]1[CH2:13][CH2:12][CH:11]([CH2:14][CH2:15][N:16]2[CH2:21][CH2:20][C:19]([OH:30])([C:22]3[CH:27]=[CH:26][C:25](SC)=[CH:24][CH:23]=3)[CH2:18][CH2:17]2)[CH2:10][CH2:9]1)=[O:7])([CH3:4])([CH3:3])[CH3:2].N(CCCC)(CCCC)[CH2:32]CCC.OO.[O-:46][S:47]([O-:49])=O.[Na+].[Na+]. The catalyst is C1(C)C=CC=CC=1.C(O)(=O)C. The product is [C:1]([O:5][C:6]([N:8]1[CH2:9][CH2:10][CH:11]([CH2:14][CH2:15][N:16]2[CH2:17][CH2:18][C:19]([OH:30])([C:22]3[CH:27]=[CH:26][C:25]([S:47]([CH3:32])(=[O:49])=[O:46])=[CH:24][CH:23]=3)[CH2:20][CH2:21]2)[CH2:12][CH2:13]1)=[O:7])([CH3:4])([CH3:2])[CH3:3]. The yield is 0.460. (10) The reactants are [C:1]1([CH3:20])[CH:6]=[CH:5][C:4]([N:7]2[C:11]([NH2:12])=[CH:10][C:9]([C:13]3([C:16]([F:19])([F:18])[F:17])[CH2:15][CH2:14]3)=[N:8]2)=[CH:3][CH:2]=1.C([O-])([O-])=O.[K+].[K+].Cl[C:28]([O:30][C:31]1[CH:36]=[CH:35][CH:34]=[CH:33][CH:32]=1)=[O:29]. The catalyst is C(Cl)Cl. The product is [C:1]1([CH3:20])[CH:2]=[CH:3][C:4]([N:7]2[C:11]([NH:12][C:28](=[O:29])[O:30][C:31]3[CH:36]=[CH:35][CH:34]=[CH:33][CH:32]=3)=[CH:10][C:9]([C:13]3([C:16]([F:18])([F:19])[F:17])[CH2:15][CH2:14]3)=[N:8]2)=[CH:5][CH:6]=1. The yield is 1.00.